Binary Classification. Given a drug SMILES string, predict its activity (active/inactive) in a high-throughput screening assay against a specified biological target. From a dataset of Cav3 T-type calcium channel HTS with 100,875 compounds. (1) The drug is S(=O)(=O)(N(CC(O\N=C(/N)c1ccc([N+]([O-])=O)cc1)=O)C)c1ccc(cc1)C. The result is 0 (inactive). (2) The molecule is O1CCN(CC1)C(=O)c1cc(NC(=O)COc2c(OC)cccc2)ccc1. The result is 0 (inactive). (3) The compound is S(CC(=O)N1CCC(CC1)C)c1n(c(nn1)CN1CCOCC1)c1ccccc1. The result is 0 (inactive). (4) The drug is Clc1c(NN2C(=O)C(/SC2=S)=C/c2ccc(N(C)C)cc2)ncc(c1)C(F)(F)F. The result is 1 (active). (5) The compound is O=c1n(CCN2CCCCC2)cnc2c1[nH]c1c2cc(OC)c(OC)c1. The result is 0 (inactive). (6) The molecule is Clc1c(cc(OCC(=O)Nc2c(ccc(c2)c2sc3n(n2)c(nn3)C)C)cc1)C. The result is 0 (inactive).